From a dataset of Full USPTO retrosynthesis dataset with 1.9M reactions from patents (1976-2016). Predict the reactants needed to synthesize the given product. Given the product [Cl:28][C:29]1[CH:30]=[C:31]([C:2]2[CH:3]=[C:4]([C:8]3([C:18]4[CH:23]=[CH:22][N:21]=[C:20]([C:24]([F:27])([F:25])[F:26])[CH:19]=4)[C:16]4[C:11](=[N:12][CH:13]=[CH:14][CH:15]=4)[C:10]([NH2:17])=[N:9]3)[CH:5]=[CH:6][CH:7]=2)[CH:32]=[N:33][CH:34]=1, predict the reactants needed to synthesize it. The reactants are: Br[C:2]1[CH:3]=[C:4]([C:8]2([C:18]3[CH:23]=[CH:22][N:21]=[C:20]([C:24]([F:27])([F:26])[F:25])[CH:19]=3)[C:16]3[C:11](=[N:12][CH:13]=[CH:14][CH:15]=3)[C:10]([NH2:17])=[N:9]2)[CH:5]=[CH:6][CH:7]=1.[Cl:28][C:29]1[CH:30]=[C:31](B(O)O)[CH:32]=[N:33][CH:34]=1.